From a dataset of Full USPTO retrosynthesis dataset with 1.9M reactions from patents (1976-2016). Predict the reactants needed to synthesize the given product. Given the product [CH3:14][O:13][C:10]1[C:9]2[N:8]=[CH:7][CH:6]=[CH:5][C:4]=2[C:3]([CH:2]=[O:1])=[CH:12][CH:11]=1, predict the reactants needed to synthesize it. The reactants are: [OH:1][CH2:2][C:3]1[CH:12]=[CH:11][C:10]([O:13][CH3:14])=[C:9]2[C:4]=1[CH:5]=[CH:6][CH:7]=[N:8]2.